This data is from Full USPTO retrosynthesis dataset with 1.9M reactions from patents (1976-2016). The task is: Predict the reactants needed to synthesize the given product. (1) Given the product [Br:1][C:2]1[C:3]([O:18][CH3:21])=[CH:4][CH:5]=[C:6]([N+:15]([O-:17])=[O:16])[C:7]=1[NH:8][C:9]1[CH:14]=[CH:13][CH:12]=[CH:11][CH:10]=1, predict the reactants needed to synthesize it. The reactants are: [Br:1][C:2]1[C:7]([NH:8][C:9]2[CH:14]=[CH:13][CH:12]=[CH:11][CH:10]=2)=[C:6]([N+:15]([O-:17])=[O:16])[CH:5]=[CH:4][C:3]=1[OH:18].CI.[C:21](=O)([O-])[O-].[K+].[K+]. (2) Given the product [F:5][C:6]1[CH:11]=[CH:10][C:9]([C:12](=[O:19])[CH2:13][CH2:14][CH2:15][C:16]([OH:18])=[O:17])=[CH:8][CH:7]=1, predict the reactants needed to synthesize it. The reactants are: [Cl-].[Al+3].[Cl-].[Cl-].[F:5][C:6]1[CH:11]=[CH:10][CH:9]=[CH:8][CH:7]=1.[C:12]1(=[O:19])[O:18][C:16](=[O:17])[CH2:15][CH2:14][CH2:13]1.